From a dataset of Full USPTO retrosynthesis dataset with 1.9M reactions from patents (1976-2016). Predict the reactants needed to synthesize the given product. (1) Given the product [N:45]1([CH2:50][C@@:51]2([C:68]3[CH:73]=[CH:72][C:71]([F:74])=[CH:70][C:69]=3[F:75])[O:55][CH2:54][C@@H:53]([CH2:56][O:38][C:35]3[CH:36]=[CH:37][C:32]([N:29]4[CH2:28][CH2:27][N:26]([C:23]5[CH:24]=[CH:25][C:20]([N:17]6[C:18](=[O:19])[N:14]([C@@H:11]([CH2:12][CH3:13])[C@@H:9]([O:8][CH2:1][C:2]7[CH:3]=[CH:4][CH:5]=[CH:6][CH:7]=7)[CH3:10])[N:15]=[CH:16]6)=[CH:21][CH:22]=5)[CH2:31][CH2:30]4)=[CH:33][CH:34]=3)[CH2:52]2)[CH:49]=[N:48][CH:47]=[N:46]1, predict the reactants needed to synthesize it. The reactants are: [CH2:1]([O:8][C@H:9]([C@@H:11]([N:14]1[C:18](=[O:19])[N:17]([C:20]2[CH:25]=[CH:24][C:23]([N:26]3[CH2:31][CH2:30][N:29]([C:32]4[CH:37]=[CH:36][C:35]([OH:38])=[CH:34][CH:33]=4)[CH2:28][CH2:27]3)=[CH:22][CH:21]=2)[CH:16]=[N:15]1)[CH2:12][CH3:13])[CH3:10])[C:2]1[CH:7]=[CH:6][CH:5]=[CH:4][CH:3]=1.CS(C)=O.[OH-].[Na+].[N:45]1([CH2:50][C@@:51]2([C:68]3[CH:73]=[CH:72][C:71]([F:74])=[CH:70][C:69]=3[F:75])[O:55][CH2:54][C@@H:53]([CH2:56]OS(C3C=CC(C)=CC=3)(=O)=O)[CH2:52]2)[CH:49]=[N:48][CH:47]=[N:46]1. (2) Given the product [CH2:1]([O:3][C:4](=[O:41])[CH2:5][CH2:6][CH2:7][CH2:8][CH2:9][CH:10]1[N:33]([C:34]([O:36][C:37]([CH3:40])([CH3:39])[CH3:38])=[O:35])[C:14]2=[N:15][C:16]([C:26]3[CH:31]=[CH:30][C:29]([CH3:32])=[CH:28][CH:27]=3)=[C:17]([C:19]3[CH:24]=[CH:23][C:22]([CH3:25])=[CH:21][CH:20]=3)[N:18]=[C:13]2[CH2:12][CH2:11]1)[CH3:2], predict the reactants needed to synthesize it. The reactants are: [CH2:1]([O:3][C:4](=[O:41])[CH2:5][CH2:6][CH:7]=[CH:8][CH2:9][CH:10]1[N:33]([C:34]([O:36][C:37]([CH3:40])([CH3:39])[CH3:38])=[O:35])[C:14]2=[N:15][C:16]([C:26]3[CH:31]=[CH:30][C:29]([CH3:32])=[CH:28][CH:27]=3)=[C:17]([C:19]3[CH:24]=[CH:23][C:22]([CH3:25])=[CH:21][CH:20]=3)[N:18]=[C:13]2[CH2:12][CH2:11]1)[CH3:2].N#N. (3) Given the product [OH:1][CH2:2][CH2:3][CH2:4][N:5]1[CH:9]=[C:8]([C:10]2[N:79]=[C:14]([C:15](=[O:20])[NH:16][CH3:19])[C:13]([NH:21][C:22]3[C:27]([C:28]([F:29])([F:30])[F:31])=[CH:26][N:25]=[C:24]([NH:32][C:33]4[CH:47]=[CH:46][C:36]([CH2:66][CH2:67][CH2:68][CH2:69][PH:70](=[O:74])[O:71][CH2:72][CH3:73])=[CH:35][C:34]=4[O:48][CH3:49])[N:23]=3)=[CH:12][CH:11]=2)[CH:7]=[N:6]1, predict the reactants needed to synthesize it. The reactants are: [OH:1][CH2:2][CH2:3][CH2:4][N:5]1[CH:9]=[C:8]([C:10]2[CH:11]=[CH:12][C:13]([NH:21][C:22]3[C:27]([C:28]([F:31])([F:30])[F:29])=[CH:26][N:25]=[C:24]([NH:32][C:33]4[CH:47]=[CH:46][C:36](CP(=O)(OCC)OCC)=[CH:35][C:34]=4[O:48][CH3:49])[N:23]=3)=[C:14]3C=2C[N:16]([CH3:19])[C:15]3=[O:20])[CH:7]=[N:6]1.ClC1C(C(F)(F)F)=CN=C(NC2C=CC([CH2:66][CH2:67][CH2:68][CH2:69][PH:70](=[O:74])[O:71][CH2:72][CH3:73])=CC=2OC)N=1.[NH2:79]C1C=CC(C2C=NN(CCCO)C=2)=C2C=1C(=O)N(C)C2.NC1C(C(OCC)=O)=NC=CC=1. (4) Given the product [CH2:1]([O:4][C:5]1[C:6]([C:15](=[N:19][OH:20])[CH3:16])=[CH:7][C:8]2[CH2:9][CH2:10][CH2:11][CH2:12][C:13]=2[CH:14]=1)[CH2:2][CH3:3], predict the reactants needed to synthesize it. The reactants are: [CH2:1]([O:4][C:5]1[C:6]([C:15](=O)[CH3:16])=[CH:7][C:8]2[CH2:9][CH2:10][CH2:11][CH2:12][C:13]=2[CH:14]=1)[CH2:2][CH3:3].Cl.[NH2:19][OH:20].N1C=CC=CC=1. (5) Given the product [CH:1]([NH:4][C:5]1[C:10]2[C:11]([C:33]3[CH:38]=[CH:37][CH:36]=[CH:35][N:34]=3)=[N:12][NH:13][C:9]=2[CH:8]=[CH:7][N:6]=1)([CH3:3])[CH3:2], predict the reactants needed to synthesize it. The reactants are: [CH:1]([NH:4][C:5]1[C:10]2[C:11]([C:33]3[CH:38]=[CH:37][CH:36]=[CH:35][N:34]=3)=[N:12][N:13](C(C3C=CC=CC=3)(C3C=CC=CC=3)C3C=CC=CC=3)[C:9]=2[CH:8]=[CH:7][N:6]=1)([CH3:3])[CH3:2].C(NC1C2C([Sn](C)(C)C)=NN(C(C3C=CC=CC=3)(C3C=CC=CC=3)C3C=CC=CC=3)C=2C=CN=1)(C)C.BrC1C=CC=CN=1.[Li+].[Cl-]. (6) Given the product [Br:4][C:5]1[CH:10]=[CH:9][C:8]([CH2:11][C:1]#[N:2])=[C:7]([F:13])[CH:6]=1, predict the reactants needed to synthesize it. The reactants are: [C-:1]#[N:2].[Na+].[Br:4][C:5]1[CH:10]=[CH:9][C:8]([CH2:11]Br)=[C:7]([F:13])[CH:6]=1. (7) The reactants are: C[O:2][C:3]([C:5]1[S:6][C:7]([C:23]2[CH:24]=[C:25]([CH3:29])[CH:26]=[CH:27][CH:28]=2)=[C:8]([NH:13][C:14]([CH:16]2[CH2:21][CH2:20][CH:19]([CH3:22])[CH2:18][CH2:17]2)=[O:15])[C:9]=1[CH:10]([CH3:12])[CH3:11])=[O:4].O[Li].O. Given the product [CH:10]([C:9]1[C:8]([NH:13][C:14]([CH:16]2[CH2:21][CH2:20][CH:19]([CH3:22])[CH2:18][CH2:17]2)=[O:15])=[C:7]([C:23]2[CH:24]=[C:25]([CH3:29])[CH:26]=[CH:27][CH:28]=2)[S:6][C:5]=1[C:3]([OH:4])=[O:2])([CH3:11])[CH3:12], predict the reactants needed to synthesize it. (8) Given the product [CH3:11][O:10][C:8]([C:20]1[CH:21]=[CH:22][C:17]([C:23]2([C:29]([OH:31])=[O:30])[CH2:28][CH2:27][CH2:26][CH2:25][CH2:24]2)=[CH:18][CH:19]=1)=[O:9].[CH3:11][O:10][C:8]([C:20]1[CH:19]=[CH:18][C:17]([CH2:23][C:29]([OH:31])=[O:30])=[CH:22][CH:21]=1)=[O:9], predict the reactants needed to synthesize it. The reactants are: C1(C[C:8]([O:10][CH:11]2CCCCO2)=[O:9])C=CC=CC=1.[C:17]1([C:23]2([C:29]([OH:31])=[O:30])[CH2:28][CH2:27][CH2:26][CH2:25][CH2:24]2)[CH:22]=[CH:21][CH:20]=[CH:19][CH:18]=1. (9) Given the product [CH3:7][C:8]1([C:13]2[CH:14]=[C:15]([CH2:16][NH2:17])[CH:18]=[CH:19][CH:20]=2)[O:9][CH2:10][CH2:11][O:12]1, predict the reactants needed to synthesize it. The reactants are: [H-].[H-].[H-].[H-].[Li+].[Al+3].[CH3:7][C:8]1([C:13]2[CH:14]=[C:15]([CH:18]=[CH:19][CH:20]=2)[C:16]#[N:17])[O:12][CH2:11][CH2:10][O:9]1.